From a dataset of Catalyst prediction with 721,799 reactions and 888 catalyst types from USPTO. Predict which catalyst facilitates the given reaction. Reactant: C([O:4][C:5]1[C:6]([C:28]([CH3:31])([CH3:30])[CH3:29])=[CH:7][C:8]2[O:12][C:11]([CH2:18][CH2:19][CH2:20][CH2:21][CH3:22])([CH2:13][CH2:14][CH2:15][CH2:16][CH3:17])[CH2:10][C:9]=2[C:23]=1[C:24]([CH3:27])([CH3:26])[CH3:25])(=O)C.CC(C)([O-])C.[K+]. Product: [C:24]([C:23]1[C:9]2[CH2:10][C:11]([CH2:13][CH2:14][CH2:15][CH2:16][CH3:17])([CH2:18][CH2:19][CH2:20][CH2:21][CH3:22])[O:12][C:8]=2[CH:7]=[C:6]([C:28]([CH3:29])([CH3:31])[CH3:30])[C:5]=1[OH:4])([CH3:25])([CH3:27])[CH3:26]. The catalyst class is: 194.